From a dataset of Acute oral toxicity (LD50) regression data from Zhu et al.. Regression/Classification. Given a drug SMILES string, predict its toxicity properties. Task type varies by dataset: regression for continuous values (e.g., LD50, hERG inhibition percentage) or binary classification for toxic/non-toxic outcomes (e.g., AMES mutagenicity, cardiotoxicity, hepatotoxicity). Dataset: ld50_zhu. The drug is CCOP(=O)(OCC)SCC(=O)NC(C)(C)C#N. The rat oral LD50 is 4.92, given as -log10 of the dose in mol/kg body weight (higher means more acutely toxic).